This data is from Reaction yield outcomes from USPTO patents with 853,638 reactions. The task is: Predict the reaction yield, written as a fraction of the theoretical maximum amount of product (1.0 means a 100% yield; for example, 0.34 means a 34% yield). The reactants are [C:1]1([CH3:11])[CH:6]=[CH:5][C:4]([S:7](Cl)(=[O:9])=[O:8])=[CH:3][CH:2]=1.[CH2:12]([N:15]([CH2:25][CH:26]=[CH2:27])[CH2:16][CH2:17][CH2:18][CH2:19][CH2:20][CH2:21][CH2:22][CH2:23][OH:24])[CH:13]=[CH2:14].N1C=CC=CC=1.O. The catalyst is C(Cl)(Cl)Cl. The product is [CH2:25]([N:15]([CH2:12][CH:13]=[CH2:14])[CH2:16][CH2:17][CH2:18][CH2:19][CH2:20][CH2:21][CH2:22][CH2:23][O:24][S:7]([C:4]1[CH:5]=[CH:6][C:1]([CH3:11])=[CH:2][CH:3]=1)(=[O:9])=[O:8])[CH:26]=[CH2:27]. The yield is 0.400.